Dataset: Catalyst prediction with 721,799 reactions and 888 catalyst types from USPTO. Task: Predict which catalyst facilitates the given reaction. (1) Reactant: Cl[C:2]1[N:11]=[C:10]([NH:12][CH2:13][CH:14]([C:20]2[CH:21]=[N:22][CH:23]=[CH:24][CH:25]=2)[C:15]2[NH:16][CH:17]=[CH:18][CH:19]=2)[C:9]2[C:4](=[CH:5][CH:6]=[CH:7][CH:8]=2)[N:3]=1.[CH3:26][C:27]1[C:32](B(O)O)=[CH:31][N:30]2[CH:36]=[CH:37][N:38]=[C:29]2[CH:28]=1.C(NC1C2C(=CC=CC=2)N=C(C2SC3C=CC=CC=3C=2)N=1)(C1C=CC=CC=1)C1C=CC=CC=1. Product: [CH3:26][C:27]1[C:32]([C:2]2[N:11]=[C:10]([NH:12][CH2:13][CH:14]([C:20]3[CH:21]=[N:22][CH:23]=[CH:24][CH:25]=3)[C:15]3[NH:16][CH:17]=[CH:18][CH:19]=3)[C:9]3[C:4](=[CH:5][CH:6]=[CH:7][CH:8]=3)[N:3]=2)=[CH:31][N:30]2[CH:36]=[CH:37][N:38]=[C:29]2[CH:28]=1. The catalyst class is: 147. (2) Reactant: CS(OS(C)(=O)=O)(=O)=O.[CH3:10][O:11][C:12]1[CH:13]=[C:14]([CH2:20][CH2:21][NH:22][C:23]([CH2:25][C:26]([O:28][CH2:29][CH3:30])=[O:27])=O)[CH:15]=[CH:16][C:17]=1[O:18][CH3:19]. Product: [CH3:10][O:11][C:12]1[CH:13]=[C:14]2[C:15](=[CH:16][C:17]=1[O:18][CH3:19])[C:23](=[CH:25][C:26]([O:28][CH2:29][CH3:30])=[O:27])[NH:22][CH2:21][CH2:20]2. The catalyst class is: 11. (3) Reactant: [F:1][C:2]1[CH:3]=[CH:4][C:5]([N+:9]([O-:11])=[O:10])=[C:6]([OH:8])[CH:7]=1.C(=O)([O-])[O-].[K+].[K+].[Br:18][CH2:19][CH2:20]Br. Product: [Br:18][CH2:19][CH2:20][O:8][C:6]1[CH:7]=[C:2]([F:1])[CH:3]=[CH:4][C:5]=1[N+:9]([O-:11])=[O:10]. The catalyst class is: 10. (4) The catalyst class is: 46. Product: [F:1][C:2]1[CH:7]=[CH:6][C:5]([C:8]2[O:9][C:10]3[CH:20]=[CH:19][C:18]([C:21]4[CH:29]=[C:25]([C:26](=[O:27])[NH:42][C:39]5([C:37]6[N:38]=[C:34]([CH3:33])[O:35][CH:36]=6)[CH2:41][CH2:40]5)[C:24]([O:30][CH3:31])=[CH:23][C:22]=4[CH3:32])=[CH:17][C:11]=3[C:12]=2[C:13]([NH:14][CH3:15])=[O:16])=[CH:4][CH:3]=1. Reactant: [F:1][C:2]1[CH:7]=[CH:6][C:5]([C:8]2[O:9][C:10]3[CH:20]=[CH:19][C:18]([C:21]4[C:22]([CH3:32])=[CH:23][C:24]([O:30][CH3:31])=[C:25]([CH:29]=4)[C:26](O)=[O:27])=[CH:17][C:11]=3[C:12]=2[C:13](=[O:16])[NH:14][CH3:15])=[CH:4][CH:3]=1.[CH3:33][C:34]1[O:35][CH:36]=[C:37]([C:39]2([NH2:42])[CH2:41][CH2:40]2)[N:38]=1.CCN=C=NCCCN(C)C.Cl.C1C=CC2N(O)N=NC=2C=1. (5) Reactant: C([O:3][C:4](=[O:33])[CH2:5][N:6]1[C:14]2[C:9](=[CH:10][C:11]([F:15])=[CH:12][CH:13]=2)[C:8]([CH2:16][C:17]2[CH:22]=[CH:21][CH:20]=[CH:19][C:18]=2[S:23]([N:26]2[CH2:31][CH2:30][CH2:29][CH2:28][CH2:27]2)(=[O:25])=[O:24])=[C:7]1[CH3:32])C.[OH-].[K+].Cl. Product: [F:15][C:11]1[CH:10]=[C:9]2[C:14](=[CH:13][CH:12]=1)[N:6]([CH2:5][C:4]([OH:33])=[O:3])[C:7]([CH3:32])=[C:8]2[CH2:16][C:17]1[CH:22]=[CH:21][CH:20]=[CH:19][C:18]=1[S:23]([N:26]1[CH2:27][CH2:28][CH2:29][CH2:30][CH2:31]1)(=[O:24])=[O:25]. The catalyst class is: 20. (6) Reactant: [CH3:1][O:2][C:3]([C:5]1[CH:6]=[C:7]([Br:14])[CH:8]=[C:9]2[C:13]=1[NH:12][CH:11]=[CH:10]2)=[O:4].[H-].[Na+].I[CH3:18]. Product: [CH3:1][O:2][C:3]([C:5]1[CH:6]=[C:7]([Br:14])[CH:8]=[C:9]2[C:13]=1[N:12]([CH3:18])[CH:11]=[CH:10]2)=[O:4]. The catalyst class is: 3.